Dataset: NCI-60 drug combinations with 297,098 pairs across 59 cell lines. Task: Regression. Given two drug SMILES strings and cell line genomic features, predict the synergy score measuring deviation from expected non-interaction effect. (1) Drug 1: COC1=C(C=C2C(=C1)N=CN=C2NC3=CC(=C(C=C3)F)Cl)OCCCN4CCOCC4. Drug 2: CCC1(CC2CC(C3=C(CCN(C2)C1)C4=CC=CC=C4N3)(C5=C(C=C6C(=C5)C78CCN9C7C(C=CC9)(C(C(C8N6C=O)(C(=O)OC)O)OC(=O)C)CC)OC)C(=O)OC)O.OS(=O)(=O)O. Cell line: IGROV1. Synergy scores: CSS=55.1, Synergy_ZIP=3.71, Synergy_Bliss=3.45, Synergy_Loewe=6.39, Synergy_HSA=6.92. (2) Drug 1: C1C(C(OC1N2C=C(C(=O)NC2=O)F)CO)O. Drug 2: CN(C(=O)NC(C=O)C(C(C(CO)O)O)O)N=O. Cell line: HOP-92. Synergy scores: CSS=17.4, Synergy_ZIP=-7.66, Synergy_Bliss=1.34, Synergy_Loewe=-13.7, Synergy_HSA=1.73. (3) Drug 1: C1CN1C2=NC(=NC(=N2)N3CC3)N4CC4. Drug 2: C(CC(=O)O)C(=O)CN.Cl. Cell line: A498. Synergy scores: CSS=11.3, Synergy_ZIP=-6.18, Synergy_Bliss=-6.19, Synergy_Loewe=-5.70, Synergy_HSA=-4.02. (4) Drug 1: CC=C1C(=O)NC(C(=O)OC2CC(=O)NC(C(=O)NC(CSSCCC=C2)C(=O)N1)C(C)C)C(C)C. Drug 2: CCCCC(=O)OCC(=O)C1(CC(C2=C(C1)C(=C3C(=C2O)C(=O)C4=C(C3=O)C=CC=C4OC)O)OC5CC(C(C(O5)C)O)NC(=O)C(F)(F)F)O. Cell line: NCI-H226. Synergy scores: CSS=31.6, Synergy_ZIP=6.91, Synergy_Bliss=8.68, Synergy_Loewe=-1.99, Synergy_HSA=-1.84. (5) Drug 1: CN(C(=O)NC(C=O)C(C(C(CO)O)O)O)N=O. Drug 2: CC1C(C(CC(O1)OC2CC(CC3=C2C(=C4C(=C3O)C(=O)C5=CC=CC=C5C4=O)O)(C(=O)C)O)N)O. Cell line: SW-620. Synergy scores: CSS=39.0, Synergy_ZIP=-5.61, Synergy_Bliss=-5.98, Synergy_Loewe=-24.5, Synergy_HSA=-1.02. (6) Drug 1: CC1OCC2C(O1)C(C(C(O2)OC3C4COC(=O)C4C(C5=CC6=C(C=C35)OCO6)C7=CC(=C(C(=C7)OC)O)OC)O)O. Drug 2: C1CC(C1)(C(=O)O)C(=O)O.[NH2-].[NH2-].[Pt+2]. Cell line: SK-MEL-2. Synergy scores: CSS=42.8, Synergy_ZIP=-8.25, Synergy_Bliss=0.0152, Synergy_Loewe=-2.92, Synergy_HSA=3.78. (7) Drug 1: COC1=CC(=CC(=C1O)OC)C2C3C(COC3=O)C(C4=CC5=C(C=C24)OCO5)OC6C(C(C7C(O6)COC(O7)C8=CC=CS8)O)O. Drug 2: C1=NC(=NC(=O)N1C2C(C(C(O2)CO)O)O)N. Cell line: HT29. Synergy scores: CSS=41.8, Synergy_ZIP=-2.50, Synergy_Bliss=3.84, Synergy_Loewe=-1.87, Synergy_HSA=4.78. (8) Drug 1: CCC1=CC2CC(C3=C(CN(C2)C1)C4=CC=CC=C4N3)(C5=C(C=C6C(=C5)C78CCN9C7C(C=CC9)(C(C(C8N6C)(C(=O)OC)O)OC(=O)C)CC)OC)C(=O)OC.C(C(C(=O)O)O)(C(=O)O)O. Drug 2: C1=CC(=CC=C1CC(C(=O)O)N)N(CCCl)CCCl.Cl. Cell line: SK-OV-3. Synergy scores: CSS=51.4, Synergy_ZIP=-0.589, Synergy_Bliss=5.29, Synergy_Loewe=-12.1, Synergy_HSA=5.50.